Task: Predict which catalyst facilitates the given reaction.. Dataset: Catalyst prediction with 721,799 reactions and 888 catalyst types from USPTO (1) Reactant: C([C@H]1COC(=O)N1[C:14](=[O:28])[C@@H:15]([O:24][CH:25]([CH3:27])[CH3:26])[CH2:16][C:17]1[CH:22]=[CH:21][CH:20]=[C:19]([OH:23])[CH:18]=1)C1C=CC=CC=1.[OH:29]O.[OH-].[Li+].O. Product: [OH:23][C:19]1[CH:18]=[C:17]([CH2:16][C@H:15]([O:24][CH:25]([CH3:26])[CH3:27])[C:14]([OH:28])=[O:29])[CH:22]=[CH:21][CH:20]=1. The catalyst class is: 7. (2) Reactant: [N:1]1[CH:6]=[CH:5][N:4]=[CH:3][C:2]=1C(O)=O.P(N=[N+]=[N-])(=O)([O:18][C:19]1C=CC=CC=1)OC1C=CC=CC=1.CC[N:31](C(C)C)C(C)C.[CH3:38][C:39]1([CH3:57])[O:44][CH2:43][CH2:42][N:41]([C:45]2[CH:46]=[CH:47][C:48]3[N:54]4[CH2:55][C@H:51]([CH2:52][CH2:53]4)[NH:50][C:49]=3[N:56]=2)[CH2:40]1. Product: [CH3:38][C:39]1([CH3:57])[CH2:40][N:41]([C:45]2[CH:46]=[CH:47][C:48]3[N:54]4[CH2:55][C@H:51]([CH2:52][CH2:53]4)[N:50]([C:19]([NH:31][C:2]4[CH:3]=[N:4][CH:5]=[CH:6][N:1]=4)=[O:18])[C:49]=3[N:56]=2)[CH2:42][CH2:43][O:44]1. The catalyst class is: 1. (3) Reactant: Cl.Cl.[N:3]1([NH:9][C:10]([C:12]2[CH:13]=[N:14][C:15]([C:18]3[CH:23]=[CH:22][CH:21]=[CH:20][CH:19]=3)=[N:16][CH:17]=2)=[O:11])[CH2:8][CH2:7][NH:6][CH2:5][CH2:4]1.[F:24][C:25]([F:36])([F:35])[C:26](O[C:26](=[O:27])[C:25]([F:36])([F:35])[F:24])=[O:27].CCN(CC)CC. Product: [F:24][C:25]([F:36])([F:35])[C:26]([N:6]1[CH2:5][CH2:4][N:3]([NH:9][C:10]([C:12]2[CH:17]=[N:16][C:15]([C:18]3[CH:19]=[CH:20][CH:21]=[CH:22][CH:23]=3)=[N:14][CH:13]=2)=[O:11])[CH2:8][CH2:7]1)=[O:27]. The catalyst class is: 3. (4) Reactant: [F:1][C:2]([F:21])([F:20])[C:3]1[CH:8]=[C:7]([Cl:9])[CH:6]=[CH:5][C:4]=1[C:10]1[CH:15]=[CH:14][N:13]=[C:12]([C:16](=[N:18][OH:19])[NH2:17])[CH:11]=1.[C:22](N1C=CN=C1)(N1C=CN=C1)=[O:23].N12CCCN=C1CCCCC2.Cl. Product: [F:21][C:2]([F:20])([F:1])[C:3]1[CH:8]=[C:7]([Cl:9])[CH:6]=[CH:5][C:4]=1[C:10]1[CH:15]=[CH:14][N:13]=[C:12]([C:16]2[NH:18][O:19][C:22](=[O:23])[N:17]=2)[CH:11]=1. The catalyst class is: 132.